Dataset: Reaction yield outcomes from USPTO patents with 853,638 reactions. Task: Predict the reaction yield, written as a fraction of the theoretical maximum amount of product (1.0 means a 100% yield; for example, 0.34 means a 34% yield). (1) The reactants are [C:1]1([N:7]2[C:12](=[O:13])[NH:11][C:10](=[O:14])[C:9]([C:15]#[N:16])=[N:8]2)[CH:6]=[CH:5][CH:4]=[CH:3][CH:2]=1.[CH3:17]N(C=O)C.[H-].[Na+].CI. The catalyst is O. The product is [C:1]1([N:7]2[C:12](=[O:13])[N:11]([CH3:17])[C:10](=[O:14])[C:9]([C:15]#[N:16])=[N:8]2)[CH:2]=[CH:3][CH:4]=[CH:5][CH:6]=1. The yield is 0.800. (2) The reactants are Cl[Si](Cl)(Cl)Cl.[N-:6]=[N+:7]=[N-:8].[Na+].[CH2:10]([O:12][C:13]([C:15]1[CH:16]=[C:17]2[C:22](=[CH:23][CH:24]=1)[NH:21][CH:20]([C:25]1[CH:30]=[CH:29][CH:28]=[C:27]([C:31](=O)[NH:32][CH:33]3[CH2:35][CH2:34]3)[CH:26]=1)[CH2:19][C:18]2([CH3:38])[CH3:37])=[O:14])[CH3:11]. The catalyst is C(#N)C. The product is [CH2:10]([O:12][C:13]([C:15]1[CH:16]=[C:17]2[C:22](=[CH:23][CH:24]=1)[NH:21][CH:20]([C:25]1[CH:30]=[CH:29][CH:28]=[C:27]([C:31]3[N:32]([CH:33]4[CH2:34][CH2:35]4)[N:8]=[N:7][N:6]=3)[CH:26]=1)[CH2:19][C:18]2([CH3:37])[CH3:38])=[O:14])[CH3:11]. The yield is 0.660. (3) The reactants are [N-]=[C:2]=O.[I:4][C:5]1[CH:11]=[CH:10][C:8]([NH2:9])=[C:7]([N+:12]([O-:14])=[O:13])[CH:6]=1.[O:15]=[C:16](Cl)[O:17]C(Cl)(Cl)Cl.C(O)[CH2:24][CH2:25][CH3:26]. The catalyst is CCOC(C)=O.C(Cl)Cl. The product is [C:25]([O:17][C:16](=[O:15])[NH:9][C:8]1[CH:10]=[CH:11][C:5]([I:4])=[CH:6][C:7]=1[N+:12]([O-:14])=[O:13])([CH3:24])([CH3:26])[CH3:2]. The yield is 0.820. (4) The reactants are [C:1]1([C:7]([OH:9])=O)([C:4]([OH:6])=[O:5])[CH2:3][CH2:2]1.CN1CCOCC1.S(Cl)(Cl)=O.[NH2:21][C:22]1[C:37]([F:38])=[CH:36][C:25]([O:26][C:27]2[CH:32]=[CH:31][N:30]=[C:29]([C:33]([NH2:35])=[O:34])[CH:28]=2)=[C:24]([F:39])[CH:23]=1. The catalyst is O1CCCC1. The product is [C:33]([C:29]1[CH:28]=[C:27]([O:26][C:25]2[C:24]([F:39])=[CH:23][C:22]([NH:21][C:7]([C:1]3([C:4]([OH:6])=[O:5])[CH2:2][CH2:3]3)=[O:9])=[C:37]([F:38])[CH:36]=2)[CH:32]=[CH:31][N:30]=1)(=[O:34])[NH2:35]. The yield is 0.950. (5) The reactants are [H-].[Na+].[F:3][C:4]([F:11])([F:10])[C:5]([O:7]CC)=O.[C:12]([C:15]1[CH:28]=[CH:27][C:26]2[C:25]3[C:20](=[CH:21][CH:22]=[CH:23][CH:24]=3)[CH:19]=[CH:18][C:17]=2[CH:16]=1)(=[O:14])[CH3:13]. The catalyst is O1CCCC1. The product is [F:11][C:4]([F:3])([F:10])[C:5](=[O:7])[CH:13]=[C:12]([OH:14])[C:15]1[CH:28]=[CH:27][C:26]2[C:25]3[C:20](=[CH:21][CH:22]=[CH:23][CH:24]=3)[CH:19]=[CH:18][C:17]=2[CH:16]=1. The yield is 0.900. (6) The reactants are CCN(C(C)C)C(C)C.[CH3:10][O:11][C:12]1[CH:13]=[CH:14][CH:15]=[C:16]2[C:21]=1[O:20][C:19](=[O:22])[C:18]([C:23]([OH:25])=O)=[CH:17]2.CN(C(ON1N=NC2C=CC=NC1=2)=[N+](C)C)C.F[P-](F)(F)(F)(F)F.[N:50]1([C:56]2[CH:57]=[C:58]([NH2:62])[CH:59]=[CH:60][CH:61]=2)[CH2:55][CH2:54][O:53][CH2:52][CH2:51]1. The catalyst is CN(C)C=O. The product is [N:50]1([C:56]2[CH:57]=[C:58]([NH:62][C:23]([C:18]3[C:19](=[O:22])[O:20][C:21]4[C:16]([CH:17]=3)=[CH:15][CH:14]=[CH:13][C:12]=4[O:11][CH3:10])=[O:25])[CH:59]=[CH:60][CH:61]=2)[CH2:51][CH2:52][O:53][CH2:54][CH2:55]1. The yield is 0.760.